This data is from TCR-epitope binding with 47,182 pairs between 192 epitopes and 23,139 TCRs. The task is: Binary Classification. Given a T-cell receptor sequence (or CDR3 region) and an epitope sequence, predict whether binding occurs between them. (1) The epitope is PKYVKQNTLKLAT. The TCR CDR3 sequence is CATSSPTGELFF. Result: 1 (the TCR binds to the epitope). (2) The epitope is KLVALGINAV. The TCR CDR3 sequence is CASRPQGREETQYF. Result: 0 (the TCR does not bind to the epitope). (3) The epitope is NQKLIANQF. The TCR CDR3 sequence is CASSQVAAMSSYNEQFF. Result: 0 (the TCR does not bind to the epitope). (4) The epitope is TSDLATNNLVVMAY. The TCR CDR3 sequence is CASSLAQGWKTQYF. Result: 0 (the TCR does not bind to the epitope).